This data is from NCI-60 drug combinations with 297,098 pairs across 59 cell lines. The task is: Regression. Given two drug SMILES strings and cell line genomic features, predict the synergy score measuring deviation from expected non-interaction effect. Drug 1: C1C(C(OC1N2C=NC3=C(N=C(N=C32)Cl)N)CO)O. Drug 2: CS(=O)(=O)CCNCC1=CC=C(O1)C2=CC3=C(C=C2)N=CN=C3NC4=CC(=C(C=C4)OCC5=CC(=CC=C5)F)Cl. Cell line: EKVX. Synergy scores: CSS=8.72, Synergy_ZIP=-3.58, Synergy_Bliss=-2.29, Synergy_Loewe=-8.21, Synergy_HSA=-3.47.